This data is from Catalyst prediction with 721,799 reactions and 888 catalyst types from USPTO. The task is: Predict which catalyst facilitates the given reaction. (1) Reactant: Cl.[CH2:2]([O:9][C:10](=[O:16])[C@H:11]1[CH2:15][CH2:14][CH2:13][NH:12]1)[C:3]1[CH:8]=[CH:7][CH:6]=[CH:5][CH:4]=1.[OH:17][C:18]1[CH:23]=[C:22]([CH2:24][C:25]([OH:27])=O)[C:21]([OH:28])=[CH:20][C:19]=1[CH2:29][C:30]([OH:32])=O. Product: [CH2:2]([O:9][C:10]([C@H:11]1[CH2:15][CH2:14][CH2:13][N:12]1[C:30](=[O:32])[CH2:29][C:19]1[CH:20]=[C:21]([OH:28])[C:22]([CH2:24][C:25]([N:12]2[CH2:13][CH2:14][CH2:15][C@@H:11]2[C:10]([O:9][CH2:2][C:3]2[CH:8]=[CH:7][CH:6]=[CH:5][CH:4]=2)=[O:16])=[O:27])=[CH:23][C:18]=1[OH:17])=[O:16])[C:3]1[CH:4]=[CH:5][CH:6]=[CH:7][CH:8]=1. The catalyst class is: 521. (2) Reactant: [Br:1][C:2]1[CH:9]=[CH:8][C:5](C=O)=[CH:4][N:3]=1.[CH:10]([O:17][CH2:18][CH3:19])([O:14][CH2:15][CH3:16])OCC.O.C1(C)C=CC(S(O)(=O)=O)=CC=1. The catalyst class is: 8. Product: [Br:1][C:2]1[CH:9]=[CH:8][C:5]([CH:10]([O:14][CH2:15][CH3:16])[O:17][CH2:18][CH3:19])=[CH:4][N:3]=1. (3) Reactant: CC(C)([O-])C.[K+].[C:7]([O:20][CH2:21][C:22]1[CH:27]=[CH:26][CH:25]=[CH:24][CH:23]=1)(=[O:19])[CH2:8][C:9]([O:11][CH2:12][C:13]1[CH:18]=[CH:17][CH:16]=[CH:15][CH:14]=1)=[O:10].Cl[C:29]1[CH:34]=[CH:33][C:32]([N+:35]([O-:37])=[O:36])=[CH:31][N:30]=1. Product: [CH2:12]([O:11][C:9](=[O:10])[CH:8]([C:29]1[CH:34]=[CH:33][C:32]([N+:35]([O-:37])=[O:36])=[CH:31][N:30]=1)[C:7]([O:20][CH2:21][C:22]1[CH:23]=[CH:24][CH:25]=[CH:26][CH:27]=1)=[O:19])[C:13]1[CH:18]=[CH:17][CH:16]=[CH:15][CH:14]=1. The catalyst class is: 16. (4) Reactant: [O:1]1[C:6]2[CH:7]=[CH:8][C:9]([C:11](=[O:17])[CH2:12][CH2:13][C:14]([OH:16])=[O:15])=[CH:10][C:5]=2[O:4][CH2:3][CH2:2]1.C[O:19][C:20](=[O:25])[CH:21]([NH2:24])[CH2:22][CH3:23].O.[OH-].[K+]. Product: [O:1]1[C:6]2[CH:7]=[CH:8][C:9]([C:11](=[O:17])[CH2:12][CH2:13][C:14]([OH:16])=[O:15])=[CH:10][C:5]=2[O:4][CH2:3][CH2:2]1.[NH2:24][CH:21]([CH2:22][CH3:23])[C:20]([OH:25])=[O:19]. The catalyst class is: 1.